Dataset: TCR-epitope binding with 47,182 pairs between 192 epitopes and 23,139 TCRs. Task: Binary Classification. Given a T-cell receptor sequence (or CDR3 region) and an epitope sequence, predict whether binding occurs between them. (1) The epitope is KTWGQYWQV. The TCR CDR3 sequence is CASSIKGPFRTEAFF. Result: 0 (the TCR does not bind to the epitope). (2) The TCR CDR3 sequence is CASSQGFGETNEKLFF. The epitope is HTTDPSFLGRY. Result: 1 (the TCR binds to the epitope).